From a dataset of NCI-60 drug combinations with 297,098 pairs across 59 cell lines. Regression. Given two drug SMILES strings and cell line genomic features, predict the synergy score measuring deviation from expected non-interaction effect. Drug 1: C1=NC2=C(N1)C(=S)N=C(N2)N. Drug 2: CC1=C(N=C(N=C1N)C(CC(=O)N)NCC(C(=O)N)N)C(=O)NC(C(C2=CN=CN2)OC3C(C(C(C(O3)CO)O)O)OC4C(C(C(C(O4)CO)O)OC(=O)N)O)C(=O)NC(C)C(C(C)C(=O)NC(C(C)O)C(=O)NCCC5=NC(=CS5)C6=NC(=CS6)C(=O)NCCC[S+](C)C)O. Cell line: OVCAR-4. Synergy scores: CSS=19.3, Synergy_ZIP=-2.92, Synergy_Bliss=-4.69, Synergy_Loewe=-5.29, Synergy_HSA=-4.57.